Dataset: Reaction yield outcomes from USPTO patents with 853,638 reactions. Task: Predict the reaction yield, written as a fraction of the theoretical maximum amount of product (1.0 means a 100% yield; for example, 0.34 means a 34% yield). (1) The reactants are [CH3:1][O:2][CH:3]([O:6][CH3:7])[CH2:4][NH2:5].[OH-].[Na+].Cl[C:11]([O:13][CH2:14][C:15]1[CH:20]=[CH:19][CH:18]=[CH:17][CH:16]=1)=[O:12]. The catalyst is C1(C)C=CC=CC=1. The product is [CH3:1][O:2][CH:3]([O:6][CH3:7])[CH2:4][NH:5][C:11](=[O:12])[O:13][CH2:14][C:15]1[CH:20]=[CH:19][CH:18]=[CH:17][CH:16]=1. The yield is 0.980. (2) The reactants are [CH3:1][C:2]1[CH:7]=[C:6]([CH3:8])[CH:5]=[C:4]([CH3:9])[C:3]=1[CH2:10][C:11]#[N:12].[N+:13]([O-])([OH:15])=[O:14].OS(O)(=O)=O. The catalyst is C(O)(=O)C. The product is [C:11]([CH2:10][C:3]1[C:4]([CH3:9])=[C:5]([N+:13]([O-:15])=[O:14])[C:6]([CH3:8])=[CH:7][C:2]=1[CH3:1])#[N:12]. The yield is 1.00. (3) The reactants are [C:1]([C:5]1[CH:10]=[CH:9][C:8]([N+:11]([O-:13])=[O:12])=[CH:7][C:6]=1[CH2:14][NH2:15])([CH3:4])([CH3:3])[CH3:2].[CH3:16][C:17]([O:20][C:21](O[C:21]([O:20][C:17]([CH3:19])([CH3:18])[CH3:16])=[O:22])=[O:22])([CH3:19])[CH3:18]. The catalyst is C1COCC1.O. The product is [C:1]([C:5]1[CH:10]=[CH:9][C:8]([N+:11]([O-:13])=[O:12])=[CH:7][C:6]=1[CH2:14][NH:15][C:21](=[O:22])[O:20][C:17]([CH3:19])([CH3:18])[CH3:16])([CH3:4])([CH3:2])[CH3:3]. The yield is 0.780. (4) The reactants are C[N:2]([CH2:10][C:11]1[CH:15]=[C:14]([C:16]2[CH:21]=[CH:20][CH:19]=[CH:18][CH:17]=2)[NH:13][CH:12]=1)[C:3](=O)OC(C)(C)C.C(O[K])(C)(C)C.[F:28][C:29]1[CH:30]=[C:31]([S:36]([Cl:39])(=[O:38])=[O:37])[CH:32]=[CH:33][C:34]=1[F:35]. The catalyst is O1CCCC1. The product is [ClH:39].[F:28][C:29]1[CH:30]=[C:31]([S:36]([N:13]2[C:14]([C:16]3[CH:17]=[CH:18][CH:19]=[CH:20][CH:21]=3)=[CH:15][C:11]([CH2:10][NH:2][CH3:3])=[CH:12]2)(=[O:37])=[O:38])[CH:32]=[CH:33][C:34]=1[F:35]. The yield is 0.330. (5) The yield is 0.485. The reactants are [NH2:1][C:2]1[CH:3]=[C:4]([CH:9]=[CH:10][CH:11]=1)[C:5]([O:7][CH3:8])=[O:6].CCN(CC)CC.[CH3:19][C:20]([O:23][C:24](O[C:24]([O:23][C:20]([CH3:22])([CH3:21])[CH3:19])=[O:25])=[O:25])([CH3:22])[CH3:21]. The product is [C:20]([O:23][C:24]([NH:1][C:2]1[CH:3]=[C:4]([CH:9]=[CH:10][CH:11]=1)[C:5]([O:7][CH3:8])=[O:6])=[O:25])([CH3:22])([CH3:21])[CH3:19]. The catalyst is C1COCC1.